Dataset: NCI-60 drug combinations with 297,098 pairs across 59 cell lines. Task: Regression. Given two drug SMILES strings and cell line genomic features, predict the synergy score measuring deviation from expected non-interaction effect. Cell line: HT29. Synergy scores: CSS=21.0, Synergy_ZIP=-2.88, Synergy_Bliss=3.77, Synergy_Loewe=-14.6, Synergy_HSA=3.36. Drug 1: CC12CCC3C(C1CCC2OP(=O)(O)O)CCC4=C3C=CC(=C4)OC(=O)N(CCCl)CCCl.[Na+]. Drug 2: N.N.Cl[Pt+2]Cl.